Dataset: Catalyst prediction with 721,799 reactions and 888 catalyst types from USPTO. Task: Predict which catalyst facilitates the given reaction. (1) Reactant: C([Li])CCC.[C:6]([Si:10]([CH3:29])([CH3:28])[O:11][C:12]1[CH:17]=[CH:16][C:15]([C:18](=[N:26][OH:27])[CH2:19][C:20]2[CH:25]=[CH:24][CH:23]=[CH:22][CH:21]=2)=[CH:14][CH:13]=1)([CH3:9])([CH3:8])[CH3:7].[C:30]1([C:38](OCC)=[O:39])([C:33]([O:35][CH2:36][CH3:37])=[O:34])[CH2:32][CH2:31]1. Product: [CH2:36]([O:35][C:33]([C:30]1([C:38]2([OH:39])[O:27][N:26]=[C:18]([C:15]3[CH:16]=[CH:17][C:12]([O:11][Si:10]([C:6]([CH3:7])([CH3:9])[CH3:8])([CH3:29])[CH3:28])=[CH:13][CH:14]=3)[CH:19]2[C:20]2[CH:21]=[CH:22][CH:23]=[CH:24][CH:25]=2)[CH2:32][CH2:31]1)=[O:34])[CH3:37]. The catalyst class is: 1. (2) Reactant: [CH:1]([C:3]1[CH:12]=[CH:11][CH:10]=[C:9]([O:13][CH3:14])[C:4]=1[C:5]([O:7][CH3:8])=[O:6])=O.[C:15]([NH:23][CH2:24][C:25]([OH:27])=[O:26])(=O)[C:16]1[CH:21]=[CH:20][CH:19]=[CH:18][CH:17]=1.CC([O-])=O.[Na+]. The catalyst class is: 152. Product: [CH3:14][O:13][C:9]1[CH:10]=[CH:11][CH:12]=[C:3](/[CH:1]=[C:24]2\[N:23]=[C:15]([C:16]3[CH:17]=[CH:18][CH:19]=[CH:20][CH:21]=3)[O:27][C:25]\2=[O:26])[C:4]=1[C:5]([O:7][CH3:8])=[O:6]. (3) Reactant: [CH3:1][N:2]([C:11]1[CH:12]=[CH:13][CH:14]=[C:15]2[C:19]=1[NH:18][C:17]([C:20]1[S:21][C:22]3([CH2:29][CH2:28][NH:27][CH2:26][CH2:25]3)[CH2:23][N:24]=1)=[CH:16]2)[S:3]([C:6]1[S:7][CH:8]=[CH:9][CH:10]=1)(=[O:5])=[O:4].Cl[CH2:31][C:32]([NH2:34])=[O:33].C(=O)([O-])[O-].[K+].[K+].CN(C)C=O. Product: [CH3:1][N:2]([S:3]([C:6]1[S:7][CH:8]=[CH:9][CH:10]=1)(=[O:4])=[O:5])[C:11]1[CH:12]=[CH:13][CH:14]=[C:15]2[C:19]=1[NH:18][C:17]([C:20]1[S:21][C:22]3([CH2:29][CH2:28][N:27]([CH2:31][C:32]([NH2:34])=[O:33])[CH2:26][CH2:25]3)[CH2:23][N:24]=1)=[CH:16]2. The catalyst class is: 805. (4) Reactant: [Cl:1][C:2]1[CH:8]=[C:7]([F:9])[C:5](N)=[C:4]([CH3:10])[C:3]=1[F:11].ClCCl.[B-](F)(F)(F)F.N#[O+].[I-:22].[Na+]. Product: [Cl:1][C:2]1[CH:8]=[C:7]([F:9])[C:5]([I:22])=[C:4]([CH3:10])[C:3]=1[F:11]. The catalyst class is: 47. (5) Reactant: [O:1]=[S:2]1(=[O:30])[C:7]2[CH:8]=[CH:9][CH:10]=[CH:11][C:6]=2[NH:5][C:4]([C:12]2[C:13](=[O:29])[N:14]([CH2:23][C:24]([O:26]CC)=[O:25])[C:15]3[C:20]([C:21]=2[OH:22])=[CH:19][CH:18]=[CH:17][N:16]=3)=[N:3]1.C1COCC1.[OH-].[Li+].Cl. Product: [O:30]=[S:2]1(=[O:1])[C:7]2[CH:8]=[CH:9][CH:10]=[CH:11][C:6]=2[NH:5][C:4]([C:12]2[C:13](=[O:29])[N:14]([CH2:23][C:24]([OH:26])=[O:25])[C:15]3[C:20]([C:21]=2[OH:22])=[CH:19][CH:18]=[CH:17][N:16]=3)=[N:3]1. The catalyst class is: 5.